Dataset: Reaction yield outcomes from USPTO patents with 853,638 reactions. Task: Predict the reaction yield, written as a fraction of the theoretical maximum amount of product (1.0 means a 100% yield; for example, 0.34 means a 34% yield). The reactants are [C:1]([N:8]1[CH:12]=[CH:11]N=C1)(N1C=CN=C1)=[S:2].[Cl:13][C:14]1[CH:15]=C(C=[C:19]([Cl:32])[C:20]=1[S:21][C:22]1[CH:27]=[CH:26][CH:25]=[CH:24][C:23]=1[C:28]([F:31])([F:30])[F:29])N. The catalyst is ClCCl. The product is [Cl:32][C:19]1[CH:11]=[C:12]([N:8]=[C:1]=[S:2])[CH:15]=[C:14]([Cl:13])[C:20]=1[S:21][C:22]1[CH:27]=[CH:26][CH:25]=[CH:24][C:23]=1[C:28]([F:29])([F:30])[F:31]. The yield is 0.600.